Dataset: Full USPTO retrosynthesis dataset with 1.9M reactions from patents (1976-2016). Task: Predict the reactants needed to synthesize the given product. The reactants are: [C:1]([C:4]1[C:5](=[O:34])[N:6]([CH3:33])[C:7]2[C:12]([C:13]=1[NH:14][C:15](=[O:17])[CH3:16])=[CH:11][C:10]([C:18]1[CH:23]=[CH:22][C:21]([Cl:24])=[CH:20][CH:19]=1)=[C:9]([C:25]1[CH:30]=[CH:29][C:28]([Cl:31])=[CH:27][C:26]=1[Cl:32])[N:8]=2)(=[O:3])[CH3:2].C1COCC1.[BH4-].[Na+]. Given the product [Cl:24][C:21]1[CH:22]=[CH:23][C:18]([C:10]2[CH:11]=[C:12]3[C:7](=[N:8][C:9]=2[C:25]2[CH:30]=[CH:29][C:28]([Cl:31])=[CH:27][C:26]=2[Cl:32])[N:6]([CH3:33])[C:5](=[O:34])[C:4]([CH:1]([OH:3])[CH3:2])=[C:13]3[NH:14][C:15](=[O:17])[CH3:16])=[CH:19][CH:20]=1, predict the reactants needed to synthesize it.